The task is: Predict the reaction yield, written as a fraction of the theoretical maximum amount of product (1.0 means a 100% yield; for example, 0.34 means a 34% yield).. This data is from Reaction yield outcomes from USPTO patents with 853,638 reactions. (1) The reactants are [Cl:1][C:2]1[N:7]=[CH:6][C:5]([NH:8][C:9](=[O:34])[C:10]2[CH:15]=[C:14]([CH2:16][C:17]3[C:18](=[O:29])[C:19]([O:27][CH3:28])=[C:20]([O:25][CH3:26])[C:21](=[O:24])[C:22]=3[CH3:23])[CH:13]=[CH:12][C:11]=2[O:30]C(=O)C)=[CH:4][CH:3]=1.C(=O)([O-])O.[Na+]. The catalyst is CO.O. The product is [Cl:1][C:2]1[N:7]=[CH:6][C:5]([NH:8][C:9](=[O:34])[C:10]2[CH:15]=[C:14]([CH2:16][C:17]3[C:18](=[O:29])[C:19]([O:27][CH3:28])=[C:20]([O:25][CH3:26])[C:21](=[O:24])[C:22]=3[CH3:23])[CH:13]=[CH:12][C:11]=2[OH:30])=[CH:4][CH:3]=1. The yield is 0.880. (2) The reactants are [Cl-].O[NH3+:3].[C:4](=[O:7])([O-])[OH:5].[Na+].CS(C)=O.[CH3:13][N:14]([CH3:51])[C:15]1[N:16]([C:40]2[CH:41]=[CH:42][C:43]3[O:47][C:46]([CH3:49])([CH3:48])[CH2:45][C:44]=3[CH:50]=2)[C:17](=[O:39])[C:18]([CH2:24][C:25]2[CH:30]=[CH:29][C:28]([C:31]3[C:32]([C:37]#[N:38])=[CH:33][CH:34]=[CH:35][CH:36]=3)=[CH:27][CH:26]=2)=[C:19]([CH2:21][CH2:22][CH3:23])[N:20]=1. The catalyst is O. The product is [CH3:51][N:14]([CH3:13])[C:15]1[N:16]([C:40]2[CH:41]=[CH:42][C:43]3[O:47][C:46]([CH3:49])([CH3:48])[CH2:45][C:44]=3[CH:50]=2)[C:17](=[O:39])[C:18]([CH2:24][C:25]2[CH:26]=[CH:27][C:28]([C:31]3[CH:36]=[CH:35][CH:34]=[CH:33][C:32]=3[C:37]3[NH:3][C:4](=[O:7])[O:5][N:38]=3)=[CH:29][CH:30]=2)=[C:19]([CH2:21][CH2:22][CH3:23])[N:20]=1. The yield is 0.330. (3) The reactants are [BH4-].[Na+].[CH3:3][CH:4]([CH3:16])[C:5](=[O:15])[CH2:6][CH2:7][NH:8][C:9]1[CH:14]=[CH:13][CH:12]=[CH:11][CH:10]=1. The catalyst is CO. The product is [CH3:3][CH:4]([CH3:16])[CH:5]([OH:15])[CH2:6][CH2:7][NH:8][C:9]1[CH:14]=[CH:13][CH:12]=[CH:11][CH:10]=1. The yield is 0.230. (4) The reactants are [C:1]([O:5][C:6]([N:8]1[C:16]2[C:11](=[CH:12][CH:13]=[CH:14][C:15]=2[N:17]2[CH2:22][CH2:21][N:20]([C:23]([O:25][C:26]([CH3:29])([CH3:28])[CH3:27])=[O:24])[CH2:19][CH2:18]2)[C:10]([CH2:30][C:31]2[CH:36]=[CH:35][CH:34]=[CH:33][CH:32]=2)=[C:9]1[C:37]([O:39]CC1C=CC=CC=1)=[O:38])=[O:7])([CH3:4])([CH3:3])[CH3:2]. The catalyst is CCO.[Pd]. The product is [C:1]([O:5][C:6]([N:8]1[C:16]2[C:11](=[CH:12][CH:13]=[CH:14][C:15]=2[N:17]2[CH2:18][CH2:19][N:20]([C:23]([O:25][C:26]([CH3:28])([CH3:29])[CH3:27])=[O:24])[CH2:21][CH2:22]2)[C:10]([CH2:30][C:31]2[CH:32]=[CH:33][CH:34]=[CH:35][CH:36]=2)=[C:9]1[C:37]([OH:39])=[O:38])=[O:7])([CH3:2])([CH3:3])[CH3:4]. The yield is 0.840. (5) The reactants are Cl[C:2]1[C:11]([C:12]#[N:13])=[CH:10][C:9]2[CH2:8][CH2:7][CH2:6][CH2:5][C:4]=2[N:3]=1.C(=O)([O-])[O-].[K+].[K+].[C@@H:20]1(N)[CH2:25][CH2:24][CH2:23][CH2:22][C@H:21]1[NH2:26].[CH:28]1(NCC)CCC[CH2:29]1. The catalyst is O1CCOCC1.[Cu]I. The product is [CH:22]1([CH2:21][N:26]([CH2:28][CH3:29])[C:2]2[C:11]([C:12]#[N:13])=[CH:10][C:9]3[CH2:8][CH2:7][CH2:6][CH2:5][C:4]=3[N:3]=2)[CH2:23][CH2:24][CH2:25][CH2:20]1. The yield is 0.100. (6) The reactants are [OH:1][N:2]=[C:3]([C:8]([O:10][CH3:11])=[O:9])[C:4]([O:6][CH3:7])=[O:5].[CH2:12](Br)[CH:13]=[CH2:14].C(=O)([O-])[O-].[K+].[K+].O. The catalyst is CC(C)=O. The product is [CH2:14]([O:1][N:2]=[C:3]([C:8]([O:10][CH3:11])=[O:9])[C:4]([O:6][CH3:7])=[O:5])[CH:13]=[CH2:12]. The yield is 0.736. (7) The reactants are C(OC(=O)[NH:7][C:8]1[CH:13]=[CH:12][CH:11]=[C:10]([CH2:14][N:15]2[CH:19]=[CH:18][C:17]([NH:20][C:21](=[O:40])[C@@H:22]([C:29]3[CH:34]=[CH:33][C:32]([S:35]([CH3:38])(=[O:37])=[O:36])=[C:31]([Cl:39])[CH:30]=3)[CH2:23][CH:24]3[CH2:28][CH2:27][CH2:26][CH2:25]3)=[N:16]2)[CH:9]=1)(C)(C)C.FC(F)(F)C(O)=O. The catalyst is C(Cl)Cl. The product is [NH2:7][C:8]1[CH:9]=[C:10]([CH:11]=[CH:12][CH:13]=1)[CH2:14][N:15]1[CH:19]=[CH:18][C:17]([NH:20][C:21](=[O:40])[C@@H:22]([C:29]2[CH:34]=[CH:33][C:32]([S:35]([CH3:38])(=[O:37])=[O:36])=[C:31]([Cl:39])[CH:30]=2)[CH2:23][CH:24]2[CH2:28][CH2:27][CH2:26][CH2:25]2)=[N:16]1. The yield is 0.830. (8) The reactants are O([C:8]([NH:10][C:11]1[CH:20]=[CH:19][CH:18]=[C:17]2[C:12]=1[CH2:13][CH2:14][CH2:15][CH:16]2[C:21]1[N:22]=[CH:23][N:24](C(OC(C)(C)C)=O)[CH:25]=1)=[O:9])C1C=CC=CC=1.[CH3:33][CH:34]1[CH2:39][CH:38]([CH3:40])[CH2:37][NH:36][CH2:35]1. No catalyst specified. The product is [NH:24]1[CH:25]=[C:21]([CH:16]2[CH2:15][CH2:14][CH2:13][C:12]3[C:11]([NH:10][C:8]([N:36]4[CH2:37][CH:38]([CH3:40])[CH2:39][CH:34]([CH3:33])[CH2:35]4)=[O:9])=[CH:20][CH:19]=[CH:18][C:17]2=3)[N:22]=[CH:23]1. The yield is 0.880. (9) The reactants are [Br:1][C:2]1[CH:7]=[CH:6][C:5]([OH:8])=[C:4]([Cl:9])[CH:3]=1.[I-:10].[K+].II. The catalyst is N.O. The product is [Br:1][C:2]1[CH:7]=[C:6]([I:10])[C:5]([OH:8])=[C:4]([Cl:9])[CH:3]=1. The yield is 0.890. (10) The reactants are Br[C:2]1[CH:7]=[CH:6][C:5]([CH2:8][C:9]([C:22]2[CH:27]=[CH:26][CH:25]=[C:24]([O:28][C:29]([F:32])([F:31])[F:30])[CH:23]=2)([C:11]2[CH:16]=[CH:15][CH:14]=[C:13]([O:17][C:18]([F:21])([F:20])[F:19])[CH:12]=2)[NH2:10])=[CH:4][CH:3]=1.[Br-].[CH2:34]([O:36][C:37](=[O:41])[CH2:38][CH2:39][Zn+])[CH3:35].C(N(CC)CC)C.[F:49][C:50]1[CH:58]=[CH:57][C:53]([C:54](Cl)=[O:55])=[CH:52][C:51]=1[C:59]([F:62])([F:61])[F:60]. The catalyst is C1COCC1.CCOCC.C1C=CC([P]([Pd]([P](C2C=CC=CC=2)(C2C=CC=CC=2)C2C=CC=CC=2)([P](C2C=CC=CC=2)(C2C=CC=CC=2)C2C=CC=CC=2)[P](C2C=CC=CC=2)(C2C=CC=CC=2)C2C=CC=CC=2)(C2C=CC=CC=2)C2C=CC=CC=2)=CC=1. The product is [F:49][C:50]1[CH:58]=[CH:57][C:53]([C:54]([NH:10][C:9]([C:22]2[CH:27]=[CH:26][CH:25]=[C:24]([O:28][C:29]([F:32])([F:31])[F:30])[CH:23]=2)([C:11]2[CH:16]=[CH:15][CH:14]=[C:13]([O:17][C:18]([F:21])([F:20])[F:19])[CH:12]=2)[CH2:8][C:5]2[CH:6]=[CH:7][C:2]([CH2:39][CH2:38][C:37]([O:36][CH2:34][CH3:35])=[O:41])=[CH:3][CH:4]=2)=[O:55])=[CH:52][C:51]=1[C:59]([F:60])([F:61])[F:62]. The yield is 0.310.